The task is: Predict which catalyst facilitates the given reaction.. This data is from Catalyst prediction with 721,799 reactions and 888 catalyst types from USPTO. (1) Reactant: C1(P(=[CH:20][C:21]([O:23][CH2:24][C:25]2[CH:30]=[CH:29][CH:28]=[CH:27][CH:26]=2)=[O:22])(C2C=CC=CC=2)C2C=CC=CC=2)C=CC=CC=1.[O:31]1[C:35]2([CH2:40][CH2:39][C:38](=O)[CH2:37][CH2:36]2)[O:34][CH2:33][CH2:32]1. Product: [O:31]1[C:35]2([CH2:40][CH2:39][C:38](=[CH:20][C:21]([O:23][CH2:24][C:25]3[CH:26]=[CH:27][CH:28]=[CH:29][CH:30]=3)=[O:22])[CH2:37][CH2:36]2)[O:34][CH2:33][CH2:32]1. The catalyst class is: 11. (2) Reactant: Cl[C:2]1[N:7]=[CH:6][N:5]=[C:4]([NH:8][C:9]2[CH:14]=[CH:13][CH:12]=[C:11]([CH2:15][C:16]3[N:17]([C:21]([C:34]4[CH:39]=[CH:38][CH:37]=[CH:36][CH:35]=4)([C:28]4[CH:33]=[CH:32][CH:31]=[CH:30][CH:29]=4)[C:22]4[CH:27]=[CH:26][CH:25]=[CH:24][CH:23]=4)[CH:18]=[CH:19][N:20]=3)[CH:10]=2)[N:3]=1.[Cl:40][C:41]1[NH:42][C:43]2[CH:49]=[CH:48][CH:47]=[CH:46][C:44]=2[N:45]=1.C([O-])([O-])=O.[K+].[K+]. Product: [Cl:40][C:41]1[N:45]([C:2]2[N:7]=[CH:6][N:5]=[C:4]([NH:8][C:9]3[CH:14]=[CH:13][CH:12]=[C:11]([CH2:15][C:16]4[N:17]([C:21]([C:34]5[CH:39]=[CH:38][CH:37]=[CH:36][CH:35]=5)([C:28]5[CH:29]=[CH:30][CH:31]=[CH:32][CH:33]=5)[C:22]5[CH:27]=[CH:26][CH:25]=[CH:24][CH:23]=5)[CH:18]=[CH:19][N:20]=4)[CH:10]=3)[N:3]=2)[C:44]2[CH:46]=[CH:47][CH:48]=[CH:49][C:43]=2[N:42]=1. The catalyst class is: 751.